From a dataset of Catalyst prediction with 721,799 reactions and 888 catalyst types from USPTO. Predict which catalyst facilitates the given reaction. (1) Reactant: Cl[C:2]1[C:7]([C:8]([O:10][CH2:11][CH3:12])=[O:9])=[CH:6][N:5]=[C:4]([C:13]([F:16])([F:15])[F:14])[N:3]=1.C(N(C(C)C)CC)(C)C. Product: [F:16][C:13]([F:14])([F:15])[C:4]1[N:3]=[CH:2][C:7]([C:8]([O:10][CH2:11][CH3:12])=[O:9])=[CH:6][N:5]=1. The catalyst class is: 29. (2) Reactant: Br[C:2]1[CH:7]=[CH:6][C:5]([C:8](=[O:11])[CH2:9][CH3:10])=[CH:4][CH:3]=1.[CH:12]1(B(O)O)[CH2:14][CH2:13]1.P([O-])([O-])([O-])=O.[K+].[K+].[K+].COCCOC. Product: [CH:12]1([C:2]2[CH:7]=[CH:6][C:5]([C:8](=[O:11])[CH2:9][CH3:10])=[CH:4][CH:3]=2)[CH2:14][CH2:13]1. The catalyst class is: 6. (3) Reactant: N([O-])=O.[Na+].[NH2:5][C:6]1[CH:11]=[CH:10][C:9]([CH2:12][C:13]([O:15][CH2:16][CH3:17])=[O:14])=[CH:8][CH:7]=1.[N-:18]=[N+:19]=[N-].[Na+]. Product: [N:5]([C:6]1[CH:7]=[CH:8][C:9]([CH2:12][C:13]([O:15][CH2:16][CH3:17])=[O:14])=[CH:10][CH:11]=1)=[N+:18]=[N-:19]. The catalyst class is: 67. (4) Product: [CH:1]1([N:6]2[C:15]3[N:14]=[C:13]([NH:16][C:17]4[CH:26]=[CH:25][C:20]([C:21]([OH:23])=[O:22])=[CH:19][C:18]=4[O:27][CH3:28])[N:12]=[CH:11][C:10]=3[N:9]([CH3:29])[CH2:8][C@H:7]2[CH:30]2[CH2:31][CH2:32]2)[CH2:5][CH2:4][CH2:3][CH2:2]1. Reactant: [CH:1]1([N:6]2[C:15]3[N:14]=[C:13]([NH:16][C:17]4[CH:26]=[CH:25][C:20]([C:21]([O:23]C)=[O:22])=[CH:19][C:18]=4[O:27][CH3:28])[N:12]=[CH:11][C:10]=3[N:9]([CH3:29])[CH2:8][C@H:7]2[CH:30]2[CH2:32][CH2:31]2)[CH2:5][CH2:4][CH2:3][CH2:2]1.Cl. The catalyst class is: 6. (5) Reactant: [CH3:1][C:2]1[CH:7]=[CH:6][CH:5]=[CH:4][C:3]=1[C:8]([N:10]=[C:11]=[S:12])=[O:9].[CH3:13][O:14][C:15]1[CH:16]=[C:17]2[C:22](=[CH:23][C:24]=1[O:25][CH3:26])[N:21]=[CH:20][CH:19]=[C:18]2[O:27][C:28]1[CH:34]=[CH:33][C:31]([NH2:32])=[C:30]([CH3:35])[CH:29]=1.C1(C)C=CC=CC=1. Product: [CH3:13][O:14][C:15]1[CH:16]=[C:17]2[C:22](=[CH:23][C:24]=1[O:25][CH3:26])[N:21]=[CH:20][CH:19]=[C:18]2[O:27][C:28]1[CH:34]=[CH:33][C:31]([NH:32][C:11]([NH:10][C:8](=[O:9])[C:3]2[CH:4]=[CH:5][CH:6]=[CH:7][C:2]=2[CH3:1])=[S:12])=[C:30]([CH3:35])[CH:29]=1. The catalyst class is: 8. (6) Reactant: C([S:8]([C:10]1[CH:15]=[CH:14][CH:13]=[CH:12][C:11]=1[S:16]([N:19]1[CH2:24][CH2:23][O:22][CH2:21][CH2:20]1)(=[O:18])=[O:17])=O)C1C=CC=CC=1.Cl. Product: [O:22]1[CH2:23][CH2:24][N:19]([S:16]([C:11]2[CH:12]=[CH:13][CH:14]=[CH:15][C:10]=2[S:8][S:8][C:10]2[CH:15]=[CH:14][CH:13]=[CH:12][C:11]=2[S:16]([N:19]2[CH2:20][CH2:21][O:22][CH2:23][CH2:24]2)(=[O:17])=[O:18])(=[O:18])=[O:17])[CH2:20][CH2:21]1. The catalyst class is: 5. (7) Reactant: [NH:1]1[CH2:6][CH2:5][CH:4]([N:7]2[N:11]=[C:10]([CH2:12][O:13][C:14]3[CH:15]=[CH:16][C:17]([N:20]4[CH:24]=[N:23][N:22]=[N:21]4)=[N:18][CH:19]=3)[CH:9]=[N:8]2)[CH2:3][CH2:2]1.C(N(CC)CC)C.Cl[C:33]([O:35][CH:36]([CH3:38])[CH3:37])=[O:34].O. Product: [N:20]1([C:17]2[N:18]=[CH:19][C:14]([O:13][CH2:12][C:10]3[CH:9]=[N:8][N:7]([CH:4]4[CH2:3][CH2:2][N:1]([C:33]([O:35][CH:36]([CH3:38])[CH3:37])=[O:34])[CH2:6][CH2:5]4)[N:11]=3)=[CH:15][CH:16]=2)[CH:24]=[N:23][N:22]=[N:21]1. The catalyst class is: 13. (8) Reactant: Cl[C:2]1[N:7]=[C:6]([NH:8][C:9]2[CH:17]=[CH:16][CH:15]=[C:14]3[C:10]=2[CH2:11][CH:12]([OH:18])[CH2:13]3)[CH:5]=[C:4]([C:19]2[CH:24]=[CH:23][C:22]([C:25]([F:28])([F:27])[F:26])=[CH:21][CH:20]=2)[N:3]=1.[CH:29]1([CH2:35][NH2:36])[CH2:34][CH2:33][CH2:32][CH2:31][CH2:30]1. The catalyst class is: 197. Product: [CH:29]1([CH2:35][NH:36][C:2]2[N:7]=[C:6]([NH:8][C:9]3[CH:17]=[CH:16][CH:15]=[C:14]4[C:10]=3[CH2:11][CH:12]([OH:18])[CH2:13]4)[CH:5]=[C:4]([C:19]3[CH:20]=[CH:21][C:22]([C:25]([F:27])([F:28])[F:26])=[CH:23][CH:24]=3)[N:3]=2)[CH2:34][CH2:33][CH2:32][CH2:31][CH2:30]1.